From a dataset of Experimentally validated miRNA-target interactions with 360,000+ pairs, plus equal number of negative samples. Binary Classification. Given a miRNA mature sequence and a target amino acid sequence, predict their likelihood of interaction. (1) The miRNA is dme-miR-12-5p with sequence UGAGUAUUACAUCAGGUACUGGU. The protein sequence of the target gene is MRALRDRAGLLLCVLLLAALLEAALGLPVKKPRLRGPRPGSLTRLAEVSASPDPRPLKEEEEAPLLPRTHLQAEPHQHGCWTVTEPAAMTPGNATPPRTPEVTPLRLELQKLPGLANTTLSTPNPDTQASASPDPRPLREEEEARLLPRTHLQAELHQHGCWTVTEPAALTPGNATPPRTQEVTPLLLELQKLPELVHATLSTPNPDNQVTIKVVEDPQAEVSIDLLAEPSNPPPQDTLSWLPALWSFLWGDYKGEEKDRAPGEKGEEKEEDEDYPSEDIEGEDQEDKEEDEEEQALWFN.... Result: 0 (no interaction). (2) The miRNA is hsa-miR-8077 with sequence GGCUGAGUGGGGUUCUGACUCC. The protein sequence of the target gene is MVLKVFFPTCCASADSGLLVGRWVPGQSSAVILAVVHFPFIPIQVKELLAQVQKASQVPVAVLGTWCHRQQEPQESLGNFLEGLGTIFSHDPWLQLCRERGTRLWSCKATYPQMSNPLDMHPEEQVMLIFYDQRKLLLSWLHPPPVLPACQMGDTTASTGGLADIFDTVARSEVLFRNDQFDERPVRLSHWQSEGVEASILVELAKRASGPVCLLLASLLSLISAASACRLWKLWPLSFIRSKLSTCEQLHHRLKHLSFIFSTEKAQNPMQLMRKANMLVSVLLDVALGLLLLSWLHSNN.... Result: 0 (no interaction).